This data is from Full USPTO retrosynthesis dataset with 1.9M reactions from patents (1976-2016). The task is: Predict the reactants needed to synthesize the given product. (1) Given the product [O:1]1[CH2:6][CH2:5][CH2:4][CH2:3][CH:2]1[N:7]1[CH:11]=[C:10]([C:22]2[CH:23]=[C:24]3[C:29](=[CH:30][CH:31]=2)[N:28]([CH2:32][CH:33]2[CH2:38][CH2:37][N:36]([C:39]([O:41][CH2:42][C:43]4[CH:48]=[CH:47][CH:46]=[CH:45][CH:44]=4)=[O:40])[CH2:35][CH2:34]2)[CH2:27][CH2:26][CH2:25]3)[CH:9]=[N:8]1, predict the reactants needed to synthesize it. The reactants are: [O:1]1[CH2:6][CH2:5][CH2:4][CH2:3][CH:2]1[N:7]1[CH:11]=[C:10](B2OC(C)(C)C(C)(C)O2)[CH:9]=[N:8]1.Br[C:22]1[CH:23]=[C:24]2[C:29](=[CH:30][CH:31]=1)[N:28]([CH2:32][CH:33]1[CH2:38][CH2:37][N:36]([C:39]([O:41][CH2:42][C:43]3[CH:48]=[CH:47][CH:46]=[CH:45][CH:44]=3)=[O:40])[CH2:35][CH2:34]1)[CH2:27][CH2:26][CH2:25]2.C(=O)([O-])[O-].[K+].[K+].ClCCl. (2) Given the product [N:17]1[C:22]2[O:23][CH2:24][CH2:25][O:26][C:21]=2[CH:20]=[C:19]([CH2:27][N:28]([CH:36]2[CH2:41][CH2:40][N:39]([CH2:15][CH2:14][N:9]3[C:7]4=[N:8][C:3]([O:2][CH3:1])=[CH:4][N:5]=[C:6]4[CH:12]=[CH:11][C:10]3=[O:13])[CH2:38][CH2:37]2)[C:29](=[O:35])[O:30][C:31]([CH3:34])([CH3:33])[CH3:32])[N:18]=1, predict the reactants needed to synthesize it. The reactants are: [CH3:1][O:2][C:3]1[N:8]=[C:7]2[N:9]([CH2:14][CH:15]=O)[C:10](=[O:13])[CH:11]=[CH:12][C:6]2=[N:5][CH:4]=1.[N:17]1[C:22]2[O:23][CH2:24][CH2:25][O:26][C:21]=2[CH:20]=[C:19]([CH2:27][N:28]([CH:36]2[CH2:41][CH2:40][NH:39][CH2:38][CH2:37]2)[C:29](=[O:35])[O:30][C:31]([CH3:34])([CH3:33])[CH3:32])[N:18]=1.C(O[BH-](OC(=O)C)OC(=O)C)(=O)C.[Na+].C(=O)(O)[O-].[Na+]. (3) Given the product [CH:1]1([C:7]2([CH3:15])[N:11]([CH3:12])[C:10](=[O:13])[N:9]([CH2:19][C:20](=[O:21])[C:22]3[CH:26]=[CH:25][NH:24][CH:23]=3)[C:8]2=[O:14])[CH2:2][CH2:3][CH2:4][CH2:5][CH2:6]1, predict the reactants needed to synthesize it. The reactants are: [CH:1]1([C:7]2([CH3:15])[N:11]([CH3:12])[C:10](=[O:13])[NH:9][C:8]2=[O:14])[CH2:6][CH2:5][CH2:4][CH2:3][CH2:2]1.[H-].[Na+].Br[CH2:19][C:20]([C:22]1[CH:26]=[CH:25][NH:24][CH:23]=1)=[O:21]. (4) Given the product [S:1]([N:11]1[C:19]2[C:14](=[CH:15][CH:16]=[CH:17][CH:18]=2)[C:13]([CH2:20][OH:21])=[CH:12]1)([C:4]1[CH:5]=[CH:6][C:7]([CH3:8])=[CH:9][CH:10]=1)(=[O:2])=[O:3], predict the reactants needed to synthesize it. The reactants are: [S:1]([N:11]1[C:19]2[C:14](=[CH:15][CH:16]=[CH:17][CH:18]=2)[C:13]([CH:20]=[O:21])=[CH:12]1)([C:4]1[CH:10]=[CH:9][C:7]([CH3:8])=[CH:6][CH:5]=1)(=[O:3])=[O:2].[BH4-].[Na+].